This data is from NCI-60 drug combinations with 297,098 pairs across 59 cell lines. The task is: Regression. Given two drug SMILES strings and cell line genomic features, predict the synergy score measuring deviation from expected non-interaction effect. (1) Drug 1: CN(C)N=NC1=C(NC=N1)C(=O)N. Drug 2: C1CN1P(=S)(N2CC2)N3CC3. Cell line: HCT-15. Synergy scores: CSS=19.1, Synergy_ZIP=-3.43, Synergy_Bliss=0.420, Synergy_Loewe=-5.01, Synergy_HSA=-0.585. (2) Drug 1: CC12CCC3C(C1CCC2=O)CC(=C)C4=CC(=O)C=CC34C. Drug 2: CC1C(C(CC(O1)OC2CC(CC3=C2C(=C4C(=C3O)C(=O)C5=C(C4=O)C(=CC=C5)OC)O)(C(=O)CO)O)N)O.Cl. Cell line: NCI-H522. Synergy scores: CSS=46.8, Synergy_ZIP=-2.04, Synergy_Bliss=-2.07, Synergy_Loewe=-6.88, Synergy_HSA=-1.21. (3) Cell line: KM12. Synergy scores: CSS=4.67, Synergy_ZIP=12.6, Synergy_Bliss=12.7, Synergy_Loewe=-32.6, Synergy_HSA=-14.0. Drug 2: C1C(C(OC1N2C=NC(=NC2=O)N)CO)O. Drug 1: COC1=NC(=NC2=C1N=CN2C3C(C(C(O3)CO)O)O)N. (4) Drug 1: CCC1=CC2CC(C3=C(CN(C2)C1)C4=CC=CC=C4N3)(C5=C(C=C6C(=C5)C78CCN9C7C(C=CC9)(C(C(C8N6C)(C(=O)OC)O)OC(=O)C)CC)OC)C(=O)OC.C(C(C(=O)O)O)(C(=O)O)O. Drug 2: C1CN1P(=S)(N2CC2)N3CC3. Cell line: RPMI-8226. Synergy scores: CSS=45.8, Synergy_ZIP=-6.67, Synergy_Bliss=-5.63, Synergy_Loewe=-7.63, Synergy_HSA=-2.95. (5) Drug 1: C1C(C(OC1N2C=C(C(=O)NC2=O)F)CO)O. Drug 2: CC1CCC2CC(C(=CC=CC=CC(CC(C(=O)C(C(C(=CC(C(=O)CC(OC(=O)C3CCCCN3C(=O)C(=O)C1(O2)O)C(C)CC4CCC(C(C4)OC)OCCO)C)C)O)OC)C)C)C)OC. Cell line: OVCAR-5. Synergy scores: CSS=26.1, Synergy_ZIP=-4.80, Synergy_Bliss=-1.97, Synergy_Loewe=0.421, Synergy_HSA=1.76. (6) Drug 1: CNC(=O)C1=CC=CC=C1SC2=CC3=C(C=C2)C(=NN3)C=CC4=CC=CC=N4. Drug 2: CCCCC(=O)OCC(=O)C1(CC(C2=C(C1)C(=C3C(=C2O)C(=O)C4=C(C3=O)C=CC=C4OC)O)OC5CC(C(C(O5)C)O)NC(=O)C(F)(F)F)O. Cell line: SW-620. Synergy scores: CSS=5.27, Synergy_ZIP=-0.859, Synergy_Bliss=-0.00369, Synergy_Loewe=-0.981, Synergy_HSA=-1.44. (7) Drug 1: CC1=C(N=C(N=C1N)C(CC(=O)N)NCC(C(=O)N)N)C(=O)NC(C(C2=CN=CN2)OC3C(C(C(C(O3)CO)O)O)OC4C(C(C(C(O4)CO)O)OC(=O)N)O)C(=O)NC(C)C(C(C)C(=O)NC(C(C)O)C(=O)NCCC5=NC(=CS5)C6=NC(=CS6)C(=O)NCCC[S+](C)C)O. Drug 2: CN(CCCl)CCCl.Cl. Cell line: SR. Synergy scores: CSS=86.9, Synergy_ZIP=-0.110, Synergy_Bliss=-0.181, Synergy_Loewe=0.305, Synergy_HSA=1.65. (8) Drug 1: C1=CN(C=N1)CC(O)(P(=O)(O)O)P(=O)(O)O. Drug 2: CC12CCC3C(C1CCC2OP(=O)(O)O)CCC4=C3C=CC(=C4)OC(=O)N(CCCl)CCCl.[Na+]. Cell line: UACC62. Synergy scores: CSS=12.1, Synergy_ZIP=0.563, Synergy_Bliss=0.171, Synergy_Loewe=2.64, Synergy_HSA=1.79. (9) Drug 1: CC1=C(C=C(C=C1)NC(=O)C2=CC=C(C=C2)CN3CCN(CC3)C)NC4=NC=CC(=N4)C5=CN=CC=C5. Drug 2: C(CN)CNCCSP(=O)(O)O. Cell line: UACC62. Synergy scores: CSS=1.76, Synergy_ZIP=-0.848, Synergy_Bliss=-0.455, Synergy_Loewe=1.67, Synergy_HSA=-0.626. (10) Drug 1: C#CCC(CC1=CN=C2C(=N1)C(=NC(=N2)N)N)C3=CC=C(C=C3)C(=O)NC(CCC(=O)O)C(=O)O. Synergy scores: CSS=-4.24, Synergy_ZIP=2.11, Synergy_Bliss=0.306, Synergy_Loewe=-2.55, Synergy_HSA=-4.42. Cell line: NCI-H460. Drug 2: C1C(C(OC1N2C=NC3=C2NC=NCC3O)CO)O.